Dataset: CYP2C19 inhibition data for predicting drug metabolism from PubChem BioAssay. Task: Regression/Classification. Given a drug SMILES string, predict its absorption, distribution, metabolism, or excretion properties. Task type varies by dataset: regression for continuous measurements (e.g., permeability, clearance, half-life) or binary classification for categorical outcomes (e.g., BBB penetration, CYP inhibition). Dataset: cyp2c19_veith. (1) The drug is CC1=C(C(N)=O)C(c2cccs2)n2nc(-c3cccc(Cl)c3)nc2N1. The result is 1 (inhibitor). (2) The compound is CCNC(=O)c1c(NC(C)=O)sc2c1CCCC2. The result is 0 (non-inhibitor). (3) The compound is COc1ncc2nc(-c3cc(F)cc(F)c3)c(=O)n(-c3ccccc3)c2n1. The result is 0 (non-inhibitor).